This data is from Forward reaction prediction with 1.9M reactions from USPTO patents (1976-2016). The task is: Predict the product of the given reaction. (1) Given the reactants CON(C)[C:4]([C:6]1[C:7]([NH2:15])=[N:8][C:9]([S:12][CH2:13][CH3:14])=[N:10][CH:11]=1)=[O:5].Br[C:18]1[CH:23]=[C:22]([CH3:24])[CH:21]=[CH:20][C:19]=1[O:25][CH3:26], predict the reaction product. The product is: [NH2:15][C:7]1[C:6]([C:4]([C:18]2[CH:23]=[C:22]([CH3:24])[CH:21]=[CH:20][C:19]=2[O:25][CH3:26])=[O:5])=[CH:11][N:10]=[C:9]([S:12][CH2:13][CH3:14])[N:8]=1. (2) The product is: [F:23][C:24]1([F:28])[CH2:27][N:26]([C:19](=[O:21])[CH2:18][O:17][CH:14]2[CH2:13][CH2:12][N:11]([C:9]([O:8][CH2:1][C:2]3[CH:3]=[CH:4][CH:5]=[CH:6][CH:7]=3)=[O:10])[CH2:16][CH2:15]2)[CH2:25]1. Given the reactants [CH2:1]([O:8][C:9]([N:11]1[CH2:16][CH2:15][CH:14]([O:17][CH2:18][C:19]([OH:21])=O)[CH2:13][CH2:12]1)=[O:10])[C:2]1[CH:7]=[CH:6][CH:5]=[CH:4][CH:3]=1.Cl.[F:23][C:24]1([F:28])[CH2:27][NH:26][CH2:25]1.CCN(C(C)C)C(C)C, predict the reaction product. (3) Given the reactants [NH:1]([C:17]([O:19][CH2:20][C:21]1[CH:26]=[CH:25][CH:24]=[CH:23][CH:22]=1)=[O:18])[C@H:2]([C:7]([O:9][CH2:10][C:11]1[CH:16]=[CH:15][CH:14]=[CH:13][CH:12]=1)=[O:8])[CH2:3][C:4](=[O:6])O.C(N1C=CN=C1)(N1C=CN=C1)=[O:28].[Mg].C(=O)=O.Cl.[CH2:44]1[CH2:48][O:47][CH2:46][CH2:45]1, predict the reaction product. The product is: [CH2:46]([O:47][C:48](=[O:28])[CH2:44][C:4](=[O:6])[CH2:3][C@H:2]([NH:1][C:17]([O:19][CH2:20][C:21]1[CH:26]=[CH:25][CH:24]=[CH:23][CH:22]=1)=[O:18])[C:7]([O:9][CH2:10][C:11]1[CH:16]=[CH:15][CH:14]=[CH:13][CH:12]=1)=[O:8])[CH3:45].